This data is from Forward reaction prediction with 1.9M reactions from USPTO patents (1976-2016). The task is: Predict the product of the given reaction. The product is: [CH:1]1([CH:7]2[CH2:11][CH2:10][NH:9][C@@H:8]2[C:12]([OH:14])=[O:13])[CH2:2][CH2:3][CH2:4][CH2:5][CH2:6]1. Given the reactants [C:1]1([CH:7]2[CH2:11][CH2:10][NH:9][C@@H:8]2[C:12]([OH:14])=[O:13])[CH:6]=[CH:5][CH:4]=[CH:3][CH:2]=1.[H][H], predict the reaction product.